Dataset: Reaction yield outcomes from USPTO patents with 853,638 reactions. Task: Predict the reaction yield, written as a fraction of the theoretical maximum amount of product (1.0 means a 100% yield; for example, 0.34 means a 34% yield). (1) The reactants are [Br:1][C:2]1[C:3]([F:12])=[C:4]2[C:10]([NH2:11])=[CH:9][NH:8][C:5]2=[N:6][CH:7]=1.[O:13]1[CH2:17][CH2:16][CH:15]([C:18](O)=[O:19])[CH2:14]1.C(N(CC)CC)C.C1N(P(Cl)(N2C(=O)OCC2)=O)C(=O)OC1.O.[OH-].[Li+]. The catalyst is C(Cl)Cl.O. The product is [Br:1][C:2]1[C:3]([F:12])=[C:4]2[C:10]([NH:11][C:18]([CH:15]3[CH2:16][CH2:17][O:13][CH2:14]3)=[O:19])=[CH:9][NH:8][C:5]2=[N:6][CH:7]=1. The yield is 0.740. (2) The reactants are [NH2:1][C:2]1[CH:3]=[C:4]([NH:16][C:17](=[O:19])[CH3:18])[CH:5]=[C:6]([C:8]2[CH:13]=[CH:12][C:11]([F:14])=[CH:10][C:9]=2[F:15])[CH:7]=1.F[C:21]1[CH:30]=[CH:29][C:24]([C:25]([O:27][CH3:28])=[O:26])=[CH:23][C:22]=1[N+:31]([O-:33])=[O:32].[F-].[K+]. The catalyst is CN(C=O)C. The product is [C:17]([NH:16][C:4]1[CH:3]=[C:2]([NH:1][C:21]2[CH:30]=[CH:29][C:24]([C:25]([O:27][CH3:28])=[O:26])=[CH:23][C:22]=2[N+:31]([O-:33])=[O:32])[CH:7]=[C:6]([C:8]2[CH:13]=[CH:12][C:11]([F:14])=[CH:10][C:9]=2[F:15])[CH:5]=1)(=[O:19])[CH3:18]. The yield is 0.488. (3) The reactants are Cl.[CH3:2][C:3]1([CH3:14])[CH2:8][C:7]([CH3:10])([CH3:9])[CH2:6][C:5]([CH:12]=[CH2:13])([NH2:11])[CH2:4]1.C([O-])([O-])=O.[Na+].[Na+].Cl[C:22]([O:24][CH3:25])=[O:23]. The catalyst is C1COCC1.C(OCC)C. The product is [CH3:2][C:3]1([CH3:14])[CH2:8][C:7]([CH3:9])([CH3:10])[CH2:6][C:5]([NH:11][C:22](=[O:23])[O:24][CH3:25])([CH:12]=[CH2:13])[CH2:4]1. The yield is 0.870.